This data is from Forward reaction prediction with 1.9M reactions from USPTO patents (1976-2016). The task is: Predict the product of the given reaction. Given the reactants [CH3:1][O:2][C:3](=[O:46])[C@H:4]([CH:33]1[CH2:36][CH:35]([C:37]([CH3:45])([CH3:44])[O:38][SiH2:39][C:40]([CH3:43])([CH3:42])[CH3:41])[CH2:34]1)[C:5]([C:20]1[CH:25]=[CH:24][C:23]([CH2:26][CH2:27][C:28]([CH3:31])([CH3:30])[CH3:29])=[C:22]([Cl:32])[CH:21]=1)([NH:7][C:8]([O:10][C:11]1[CH:16]=C[C:14]([N+]([O-])=O)=[CH:13][CH:12]=1)=[O:9])[CH3:6].C(Cl)(Cl)Cl.Cl.[F:52]C1(F)CC(N)C1, predict the reaction product. The product is: [CH3:1][O:2][C:3](=[O:46])[C@H:4]([CH:33]1[CH2:34][CH:35]([C:37]([CH3:45])([CH3:44])[O:38][SiH2:39][C:40]([CH3:43])([CH3:41])[CH3:42])[CH2:36]1)[C:5]([C:20]1[CH:25]=[CH:24][C:23]([CH2:26][CH2:27][C:28]([CH3:29])([CH3:31])[CH3:30])=[C:22]([Cl:32])[CH:21]=1)([NH:7][C:8]([O:10][CH:11]1[CH2:16][C:13]([F:52])([CH3:14])[CH2:12]1)=[O:9])[CH3:6].